From a dataset of Full USPTO retrosynthesis dataset with 1.9M reactions from patents (1976-2016). Predict the reactants needed to synthesize the given product. (1) Given the product [CH2:5]([C:12]1[N:17]([CH2:18][O:19][CH2:20][CH3:21])[C:16](=[O:22])[NH:15][C:14](=[O:23])[C:13]=1[CH:24]([CH3:25])[CH3:26])[C:6]1[CH:11]=[CH:10][CH:9]=[CH:8][CH:7]=1, predict the reactants needed to synthesize it. The reactants are: C(O[CH:5]([C:12]1[N:17]([CH2:18][O:19][CH2:20][CH3:21])[C:16](=[O:22])[NH:15][C:14](=[O:23])[C:13]=1[CH:24]([CH3:26])[CH3:25])[C:6]1[CH:11]=[CH:10][CH:9]=[CH:8][CH:7]=1)(=O)C. (2) Given the product [N+:1]([C:4]1[CH:5]=[C:6]([CH:16]=[CH:15][C:17]2[CH:22]=[CH:21][N:20]=[CH:19][CH:18]=2)[CH:7]=[CH:8][CH:9]=1)([O-:3])=[O:2], predict the reactants needed to synthesize it. The reactants are: [N+:1]([C:4]1[CH:5]=[C:6](I)[CH:7]=[CH:8][CH:9]=1)([O-:3])=[O:2].C([O-])(=O)C.[CH:15]([C:17]1[CH:22]=[CH:21][N:20]=[CH:19][CH:18]=1)=[CH2:16]. (3) Given the product [CH3:1][O:2][C:3]1[CH:4]=[C:5]2[C:10](=[CH:11][C:12]=1[O:13][CH3:14])[N:9]=[CH:8][CH:7]=[C:6]2[O:15][C:16]1[CH:22]=[CH:21][C:19]([NH:20][C:41](=[O:47])[O:42][CH:43]([C:59]2[CH:55]=[CH:54][CH:53]=[C:52]([O:51][C:50]([F:49])([F:61])[F:62])[CH:60]=2)[CH3:23])=[CH:18][CH:17]=1, predict the reactants needed to synthesize it. The reactants are: [CH3:1][O:2][C:3]1[CH:4]=[C:5]2[C:10](=[CH:11][C:12]=1[O:13][CH3:14])[N:9]=[CH:8][CH:7]=[C:6]2[O:15][C:16]1[CH:22]=[CH:21][C:19]([NH2:20])=[CH:18][CH:17]=1.[C:23]1(C)C=CC=CC=1.C(N(CC)CC)C.ClC(Cl)(O[C:41](=[O:47])[O:42][C:43](Cl)(Cl)Cl)Cl.[F:49][C:50]([F:62])([F:61])[O:51][C:52]1[CH:60]=[CH:59][C:55](C(O)C)=[CH:54][CH:53]=1. (4) Given the product [C:1]([C:4]1[CH:13]=[CH:12][C:11]([O:14][CH2:15][C:16]2[CH:21]=[CH:20][CH:19]=[CH:18][CH:17]=2)=[C:10]2[C:5]=1[CH:6]=[CH:7][C:8](=[O:25])[NH:9]2)(=[O:3])[CH3:2], predict the reactants needed to synthesize it. The reactants are: [C:1]([C:4]1[CH:13]=[CH:12][C:11]([O:14][CH2:15][C:16]2[CH:21]=[CH:20][CH:19]=[CH:18][CH:17]=2)=[C:10]2[C:5]=1[CH:6]=[CH:7][CH:8]=[N+:9]2[O-])(=[O:3])[CH3:2].C(OC(=O)C)(=[O:25])C. (5) Given the product [Cl:1][C:2]1[C:3]([I:24])=[CH:4][C:5]2[C:14]3[C:9](=[C:10]([CH3:15])[N:11]=[CH:12][CH:13]=3)[C:8](=[O:16])[N:7]([CH3:17])[C:6]=2[CH:18]=1, predict the reactants needed to synthesize it. The reactants are: [Cl:1][C:2]1[CH:3]=[CH:4][C:5]2[C:14]3[C:9](=[C:10]([CH3:15])[N:11]=[CH:12][CH:13]=3)[C:8](=[O:16])[N:7]([CH3:17])[C:6]=2[CH:18]=1.OS(O)(=O)=O.[I:24](O)(=O)(=O)=O.II. (6) Given the product [Br:10][C:11]1[C:12]([N:27]2[CH2:30][CH:29]([CH:31]([CH3:33])[CH3:32])[CH2:28]2)=[C:13]([C@H:19]([OH:26])[C:20]([O:22][CH:23]([CH3:25])[CH3:24])=[O:21])[C:14]([CH3:18])=[N:15][C:16]=1[CH3:17], predict the reactants needed to synthesize it. The reactants are: O1C2C=CC=CC=2OB1.[Br:10][C:11]1[C:12]([N:27]2[CH2:30][CH:29]([CH:31]([CH3:33])[CH3:32])[CH2:28]2)=[C:13]([C:19](=[O:26])[C:20]([O:22][CH:23]([CH3:25])[CH3:24])=[O:21])[C:14]([CH3:18])=[N:15][C:16]=1[CH3:17].CB1N2CCC[C@@H]2C(C2C=CC=CC=2)(C2C=CC=CC=2)O1. (7) Given the product [C:23]([NH:22][C:20]([C:18]1[O:19][C:15]([CH2:14][N:11]2[CH2:10][CH2:9][N:8]([C:6](=[O:7])[C:5]3[CH:27]=[CH:28][C:2]([NH:1][C:31]([NH:47][CH:43]4[CH2:46][CH2:45][CH2:44]4)=[O:32])=[C:3]([F:29])[CH:4]=3)[CH2:13][CH2:12]2)=[CH:16][CH:17]=1)=[O:21])([CH3:26])([CH3:24])[CH3:25], predict the reactants needed to synthesize it. The reactants are: [NH2:1][C:2]1[CH:28]=[CH:27][C:5]([C:6]([N:8]2[CH2:13][CH2:12][N:11]([CH2:14][C:15]3[O:19][C:18]([C:20]([NH:22][C:23]([CH3:26])([CH3:25])[CH3:24])=[O:21])=[CH:17][CH:16]=3)[CH2:10][CH2:9]2)=[O:7])=[CH:4][C:3]=1[F:29].Cl[C:31](OC1C=CC([N+]([O-])=O)=CC=1)=[O:32].[CH:43]1([NH2:47])[CH2:46][CH2:45][CH2:44]1. (8) Given the product [F:43][C:44]1[CH:52]=[C:51]2[C:47]([C:48]([C:62]3[CH:21]=[CH:22][C:23]4[N:24]=[C:19]([CH2:20][NH:25][C:7]([C@@H:3]5[CH2:4][CH2:5][CH2:6][N:2]5[CH3:1])=[O:9])[O:68][C:64]=4[CH:63]=3)=[CH:49][NH:50]2)=[CH:46][CH:45]=1, predict the reactants needed to synthesize it. The reactants are: [CH3:1][N:2]1[CH2:6][CH2:5][CH2:4][C@H:3]1[C:7]([OH:9])=O.CN(C(ON1N=[N:25][C:20]2[CH:21]=[CH:22][CH:23]=[N:24][C:19]1=2)=[N+](C)C)C.F[P-](F)(F)(F)(F)F.CCN(C(C)C)C(C)C.[F:43][C:44]1[CH:52]=[C:51]2[C:47]([C:48]([C:62]3C=CC4N(CCC(N)=O)C(=O)[O:68][C:64]=4[CH:63]=3)=[CH:49][N:50]2S(C2C=CC=CC=2)(=O)=O)=[CH:46][CH:45]=1. (9) The reactants are: [OH:1][CH2:2][CH2:3][CH2:4][C@H:5]([C:35]([O:37][C:38]([CH3:41])([CH3:40])[CH3:39])=[O:36])[CH2:6][C@@H:7]([C:28]([O:30][C:31]([CH3:34])([CH3:33])[CH3:32])=[O:29])[NH:8][C:9]([C:22]1[CH:27]=[CH:26][CH:25]=[CH:24][CH:23]=1)([C:16]1[CH:21]=[CH:20][CH:19]=[CH:18][CH:17]=1)[C:10]1[CH:15]=[CH:14][CH:13]=[CH:12][CH:11]=1.C(N(CC)CC)C.[Cl:49][C:50]1[CH:55]=[C:54]([Cl:56])[CH:53]=[C:52]([Cl:57])[C:51]=1[S:58](Cl)(=[O:60])=[O:59].O. Given the product [Cl:49][C:50]1[CH:55]=[C:54]([Cl:56])[CH:53]=[C:52]([Cl:57])[C:51]=1[S:58]([O:1][CH2:2][CH2:3][CH2:4][C@H:5]([C:35]([O:37][C:38]([CH3:41])([CH3:40])[CH3:39])=[O:36])[CH2:6][C@@H:7]([C:28]([O:30][C:31]([CH3:33])([CH3:34])[CH3:32])=[O:29])[NH:8][C:9]([C:10]1[CH:15]=[CH:14][CH:13]=[CH:12][CH:11]=1)([C:22]1[CH:27]=[CH:26][CH:25]=[CH:24][CH:23]=1)[C:16]1[CH:17]=[CH:18][CH:19]=[CH:20][CH:21]=1)(=[O:60])=[O:59], predict the reactants needed to synthesize it. (10) Given the product [NH2:9][C:5]1[CH:4]=[CH:3][C:2]([F:1])=[CH:7][C:6]=1[OH:8], predict the reactants needed to synthesize it. The reactants are: [F:1][C:2]1[CH:3]=[CH:4][C:5]([N+:9]([O-])=O)=[C:6]([OH:8])[CH:7]=1.